Dataset: hERG potassium channel inhibition data for cardiac toxicity prediction from Karim et al.. Task: Regression/Classification. Given a drug SMILES string, predict its toxicity properties. Task type varies by dataset: regression for continuous values (e.g., LD50, hERG inhibition percentage) or binary classification for toxic/non-toxic outcomes (e.g., AMES mutagenicity, cardiotoxicity, hepatotoxicity). Dataset: herg_karim. (1) The molecule is CN(C)CCCn1nc(C2=C(c3cn(-c4ccc5ccncc5c4)c4ccccc34)C(=O)NC2=O)c2ccccc21. The result is 1 (blocker). (2) The drug is CC1CN(c2nc(-c3ccc(Cl)cc3Cl)c3c(n2)N(c2c(Cl)cccc2Cl)C(=O)NC3)CC(C)O1. The result is 1 (blocker). (3) The compound is CN(C)c1ccc(C(=O)N(CCCCCC(=O)NO)CC(=O)NCc2ccccc2)cc1. The result is 0 (non-blocker). (4) The compound is CN1C[C@@H]2C[C@H]1CN2c1cnc(-c2ccc3cc[nH]c3c2)cn1. The result is 1 (blocker). (5) The drug is CN(C)CCCN1c2ccccc2CCc2ccc(Cl)cc21. The result is 1 (blocker).